This data is from Full USPTO retrosynthesis dataset with 1.9M reactions from patents (1976-2016). The task is: Predict the reactants needed to synthesize the given product. (1) Given the product [CH3:17][O:18][C:19]1[CH:20]=[C:21](/[C:22](=[CH:15]/[C:12]2[C:11]3[C:6]([C:5]4[CH:4]=[CH:3][CH:2]=[CH:1][C:14]=4[CH:13]=2)=[CH:7][CH:8]=[CH:9][CH:10]=3)/[C:23]#[N:24])[CH:25]=[CH:26][C:27]=1[O:28][CH3:29], predict the reactants needed to synthesize it. The reactants are: [CH:1]1[C:14]2[CH:13]=[C:12]([CH:15]=O)[C:11]3[C:6](=[CH:7][CH:8]=[CH:9][CH:10]=3)[C:5]=2[CH:4]=[CH:3][CH:2]=1.[CH3:17][O:18][C:19]1[CH:20]=[C:21]([CH:25]=[CH:26][C:27]=1[O:28][CH3:29])[CH2:22][C:23]#[N:24]. (2) Given the product [Cl:1][C:2]1[N:3]=[C:4]([O:30][C:26]2[CH:27]=[CH:28][CH:29]=[C:24]([N+:21]([O-:23])=[O:22])[CH:25]=2)[C:5]2[C:10]([F:11])=[CH:9][N:8]([CH2:12][O:13][CH2:14][CH2:15][Si:16]([CH3:19])([CH3:18])[CH3:17])[C:6]=2[N:7]=1, predict the reactants needed to synthesize it. The reactants are: [Cl:1][C:2]1[N:3]=[C:4](Cl)[C:5]2[C:10]([F:11])=[CH:9][N:8]([CH2:12][O:13][CH2:14][CH2:15][Si:16]([CH3:19])([CH3:18])[CH3:17])[C:6]=2[N:7]=1.[N+:21]([C:24]1[CH:25]=[C:26]([OH:30])[CH:27]=[CH:28][CH:29]=1)([O-:23])=[O:22].CN(C=O)C.C([O-])([O-])=O.[K+].[K+]. (3) Given the product [C:1]([O:6][CH2:7][C:8]1[CH:13]=[CH:12][CH:11]=[CH:10][CH:9]=1)(=[O:5])[C:2]([CH3:3])=[O:14], predict the reactants needed to synthesize it. The reactants are: [C:1]([O:6][CH2:7][C:8]1[CH:13]=[CH:12][CH:11]=[CH:10][CH:9]=1)(=[O:5])[C:2](C)=[CH2:3].[O:14]=[O+][O-].CSC. (4) Given the product [Cl:9][C:10]1[C:19]2[C:14](=[CH:15][CH:16]=[C:17]([C:20]([C:31]3[N:35]([CH3:36])[CH:34]=[N:33][CH:32]=3)([C:21]3[CH:22]=[N:23][C:24]([C:27]([F:30])([F:28])[F:29])=[CH:25][CH:26]=3)[OH:37])[CH:18]=2)[N:13]=[C:12]([O:38][CH3:39])[C:11]=1[O:40][CH2:7][C:3]1[CH:2]=[N:1][CH:6]=[CH:5][CH:4]=1, predict the reactants needed to synthesize it. The reactants are: [N:1]1[CH:6]=[CH:5][CH:4]=[C:3]([CH2:7]O)[CH:2]=1.[Cl:9][C:10]1[C:19]2[C:14](=[CH:15][CH:16]=[C:17]([C:20]([OH:37])([C:31]3[N:35]([CH3:36])[CH:34]=[N:33][CH:32]=3)[C:21]3[CH:22]=[N:23][C:24]([C:27]([F:30])([F:29])[F:28])=[CH:25][CH:26]=3)[CH:18]=2)[N:13]=[C:12]([O:38][CH3:39])[C:11]=1[OH:40].